This data is from Catalyst prediction with 721,799 reactions and 888 catalyst types from USPTO. The task is: Predict which catalyst facilitates the given reaction. (1) Reactant: [CH2:1]([O:8][C:9]1[C:18]2[C:13](=[CH:14][CH:15]=[CH:16][CH:17]=2)[C:12]([C:19](=[O:23])[N:20]([CH3:22])[CH3:21])=[N:11][C:10]=1[C:24](O)=[O:25])[C:2]1[CH:7]=[CH:6][CH:5]=[CH:4][CH:3]=1.CCN(CC)CC.ClC(OCC(C)C)=O.Cl.[CH2:43]([O:50][C:51](=[O:54])[CH2:52][NH2:53])[C:44]1[CH:49]=[CH:48][CH:47]=[CH:46][CH:45]=1. Product: [CH2:43]([O:50][C:51](=[O:54])[CH2:52][NH:53][C:24]([C:10]1[N:11]=[C:12]([C:19](=[O:23])[N:20]([CH3:21])[CH3:22])[C:13]2[C:18]([C:9]=1[O:8][CH2:1][C:2]1[CH:7]=[CH:6][CH:5]=[CH:4][CH:3]=1)=[CH:17][CH:16]=[CH:15][CH:14]=2)=[O:25])[C:44]1[CH:49]=[CH:48][CH:47]=[CH:46][CH:45]=1. The catalyst class is: 2. (2) Reactant: [C:1]([O:5][C:6]([N:8]1[CH2:15][C@H:14]([O:16][C:17]2[C:18]3[CH:31]=[CH:30][S:29][C:19]=3[N:20]=[C:21]([C:23]3[CH:28]=[CH:27][CH:26]=[CH:25][N:24]=3)[N:22]=2)[CH2:13][C@H:9]1[C:10](O)=[O:11])=[O:7])([CH3:4])([CH3:3])[CH3:2].Cl.[NH2:33][C@:34]1([C:39]([O:41][CH3:42])=[O:40])[CH2:36][C@H:35]1[CH:37]=[CH2:38].C(N(CC)CC)C.CN(C(ON1N=NC2C=CC=NC1=2)=[N+](C)C)C.F[P-](F)(F)(F)(F)F.C(=O)(O)[O-].[Na+]. Product: [CH3:42][O:41][C:39]([C@@:34]1([NH:33][C:10]([C@@H:9]2[CH2:13][C@@H:14]([O:16][C:17]3[C:18]4[CH:31]=[CH:30][S:29][C:19]=4[N:20]=[C:21]([C:23]4[CH:28]=[CH:27][CH:26]=[CH:25][N:24]=4)[N:22]=3)[CH2:15][N:8]2[C:6]([O:5][C:1]([CH3:4])([CH3:2])[CH3:3])=[O:7])=[O:11])[CH2:36][C@H:35]1[CH:37]=[CH2:38])=[O:40]. The catalyst class is: 44. (3) Product: [F:1][C:2]([F:10])([F:9])[C@:3]([OH:8])([CH3:7])[C:4]([O:6][CH3:13])=[O:5]. Reactant: [F:1][C:2]([F:10])([F:9])[C@:3]([OH:8])([CH3:7])[C:4]([OH:6])=[O:5].[N+](=[CH2:13])=[N-]. The catalyst class is: 28. (4) Reactant: [Cl:1][C:2]1[C:3]([N:8]2[C:12]([C:13]([OH:15])=O)=[CH:11][C:10]([C:16]([F:19])([F:18])[F:17])=[N:9]2)=[N:4][CH:5]=[CH:6][CH:7]=1.ClC1(C(F)(F)F)C=C(C(O)=O)NN1[C:29]1[CH:34]=[CH:33][CH:32]=[CH:31][N:30]=1.[C:39](Cl)(=[O:43])[C:40](Cl)=O.[C:45](#N)C. Product: [Cl:1][C:2]1[C:3]([N:8]2[C:12]([C:13]3[O:15][C:39](=[O:43])[C:40]4[CH:29]=[CH:34][CH:33]=[C:32]([CH3:45])[C:31]=4[N:30]=3)=[CH:11][C:10]([C:16]([F:19])([F:18])[F:17])=[N:9]2)=[N:4][CH:5]=[CH:6][CH:7]=1. The catalyst class is: 120. (5) Reactant: [Cl:1][C:2]1[CH:3]=[C:4]2[C:12](=[CH:13][C:14]=1[Cl:15])[N:11](S(C1C=CC(C)=CC=1)(=O)=O)[C:10]1[C:9]([C:31]([F:34])([F:33])[F:32])([O:26][Si](C)(C)C)[CH:8]([F:35])[CH2:7][CH2:6][C:5]2=1.[OH-].[K+]. Product: [Cl:1][C:2]1[CH:3]=[C:4]2[C:12](=[CH:13][C:14]=1[Cl:15])[NH:11][C:10]1[C:9]([C:31]([F:32])([F:34])[F:33])([OH:26])[CH:8]([F:35])[CH2:7][CH2:6][C:5]2=1. The catalyst class is: 20. (6) Reactant: [C:1]1([CH2:7][CH2:8][C:9]2[N:14]=[C:13]([O:15][C:16]3[C:21]([CH3:22])=[CH:20][C:19]([CH3:23])=[CH:18][C:17]=3[CH3:24])[C:12]([C:25]([O:27]C)=[O:26])=[CH:11][CH:10]=2)[CH:6]=[CH:5][CH:4]=[CH:3][CH:2]=1.[OH-].[Na+]. Product: [CH2:8]([C:9]1[N:14]=[C:13]([O:15][C:16]2[C:21]([CH3:22])=[CH:20][C:19]([CH3:23])=[CH:18][C:17]=2[CH3:24])[C:12]([C:25]([OH:27])=[O:26])=[CH:11][CH:10]=1)[CH2:7][C:1]1[CH:2]=[CH:3][CH:4]=[CH:5][CH:6]=1. The catalyst class is: 5. (7) Reactant: F[C:2]1[CH:7]=[CH:6][CH:5]=[CH:4][C:3]=1[N+:8]([O-:10])=[O:9].[CH3:11][N:12]1[CH2:17][CH2:16][NH:15][CH2:14][CH2:13]1.C1COCC1. The catalyst class is: 25. Product: [CH3:11][N:12]1[CH2:17][CH2:16][N:15]([C:2]2[CH:7]=[CH:6][CH:5]=[CH:4][C:3]=2[N+:8]([O-:10])=[O:9])[CH2:14][CH2:13]1. (8) Reactant: Cl[C:2]1[CH:7]=[C:6]([O:8][CH2:9][C:10]#[C:11][CH3:12])[N:5]=[CH:4][N:3]=1.C(=O)([O-])[O-].[K+].[K+].[CH2:19]1[O:27][C:26]2[C:21](=[C:22]([OH:28])[CH:23]=[CH:24][CH:25]=2)[O:20]1. Product: [CH2:9]([O:8][C:6]1[CH:7]=[C:2]([O:28][C:22]2[CH:23]=[CH:24][CH:25]=[C:26]3[O:27][CH2:19][O:20][C:21]=23)[N:3]=[CH:4][N:5]=1)[C:10]#[C:11][CH3:12]. The catalyst class is: 9.